Dataset: Catalyst prediction with 721,799 reactions and 888 catalyst types from USPTO. Task: Predict which catalyst facilitates the given reaction. (1) Reactant: [CH3:1][O:2][C:3]([C:5]1[CH:10]=[C:9]([N:11]=[N+]=[N-])[CH:8]=[CH:7][N:6]=1)=[O:4].[H][H]. Product: [CH3:1][O:2][C:3]([C:5]1[CH:10]=[C:9]([NH2:11])[CH:8]=[CH:7][N:6]=1)=[O:4]. The catalyst class is: 19. (2) Reactant: [C:1]1([CH2:7][SH:8])[CH:6]=[CH:5][CH:4]=[CH:3][CH:2]=1.C([O-])([O-])=O.[Cs+].[Cs+].[Br:15][C:16]1[CH:21]=[CH:20][CH:19]=[C:18](F)[C:17]=1[Cl:23]. Product: [CH2:7]([S:8][C:18]1[CH:19]=[CH:20][CH:21]=[C:16]([Br:15])[C:17]=1[Cl:23])[C:1]1[CH:6]=[CH:5][CH:4]=[CH:3][CH:2]=1. The catalyst class is: 248. (3) Product: [O:6]=[C:5]1[CH:4]([C:3]([O:2][CH3:1])=[O:30])[C:10](=[O:12])[CH2:9][CH2:8][N:7]1[CH:14]1[CH2:19][CH2:18][N:17]([C:20]([O:22][CH2:23][C:24]2[CH:29]=[CH:28][CH:27]=[CH:26][CH:25]=2)=[O:21])[CH2:16][CH2:15]1. Reactant: [CH3:1][O:2][C:3](=[O:30])[CH2:4][C:5]([N:7]([CH:14]1[CH2:19][CH2:18][N:17]([C:20]([O:22][CH2:23][C:24]2[CH:29]=[CH:28][CH:27]=[CH:26][CH:25]=2)=[O:21])[CH2:16][CH2:15]1)[CH2:8][CH2:9][C:10]([O:12]C)=O)=[O:6].CC(C)([O-])C.[K+].O. The catalyst class is: 1.